Dataset: NCI-60 drug combinations with 297,098 pairs across 59 cell lines. Task: Regression. Given two drug SMILES strings and cell line genomic features, predict the synergy score measuring deviation from expected non-interaction effect. (1) Cell line: HS 578T. Drug 1: C1=CC(=C2C(=C1NCCNCCO)C(=O)C3=C(C=CC(=C3C2=O)O)O)NCCNCCO. Synergy scores: CSS=48.1, Synergy_ZIP=4.80, Synergy_Bliss=6.46, Synergy_Loewe=-6.03, Synergy_HSA=6.47. Drug 2: C(CN)CNCCSP(=O)(O)O. (2) Drug 1: C1=CN(C(=O)N=C1N)C2C(C(C(O2)CO)O)O.Cl. Drug 2: C1CN(P(=O)(OC1)NCCCl)CCCl. Cell line: UACC62. Synergy scores: CSS=5.71, Synergy_ZIP=-3.33, Synergy_Bliss=2.34, Synergy_Loewe=-13.2, Synergy_HSA=0.339. (3) Drug 1: CC(C)CN1C=NC2=C1C3=CC=CC=C3N=C2N. Drug 2: C1C(C(OC1N2C=NC(=NC2=O)N)CO)O. Cell line: A498. Synergy scores: CSS=-1.66, Synergy_ZIP=-0.923, Synergy_Bliss=-3.72, Synergy_Loewe=-2.68, Synergy_HSA=-3.38.